From a dataset of Full USPTO retrosynthesis dataset with 1.9M reactions from patents (1976-2016). Predict the reactants needed to synthesize the given product. Given the product [Cl:1][C:2]1[C:11]([F:12])=[CH:10][C:5]([C:6]([O:8][CH2:9][CH3:18])=[O:7])=[C:4]([O:14][CH2:15][CH3:16])[CH:3]=1.[Cl:1][C:2]1[C:11]([F:12])=[CH:10][C:5]([C:6]([O:8][CH3:9])=[O:7])=[C:4]([O:14][CH2:15][CH3:16])[CH:3]=1, predict the reactants needed to synthesize it. The reactants are: [Cl:1][C:2]1[C:11]([F:12])=[CH:10][C:5]([C:6]([O:8][CH3:9])=[O:7])=[C:4](F)[CH:3]=1.[O-:14][CH2:15][CH3:16].[Na+].[CH3:18]N(C)C=O.